This data is from TCR-epitope binding with 47,182 pairs between 192 epitopes and 23,139 TCRs. The task is: Binary Classification. Given a T-cell receptor sequence (or CDR3 region) and an epitope sequence, predict whether binding occurs between them. (1) The epitope is KLNVGDYFV. The TCR CDR3 sequence is CASSQKVGSGVGTGELFF. Result: 1 (the TCR binds to the epitope). (2) The epitope is KLPDDFTGCV. Result: 1 (the TCR binds to the epitope). The TCR CDR3 sequence is CASELAGGNEQFF.